From a dataset of Reaction yield outcomes from USPTO patents with 853,638 reactions. Predict the reaction yield, written as a fraction of the theoretical maximum amount of product (1.0 means a 100% yield; for example, 0.34 means a 34% yield). (1) The reactants are [CH3:1][C:2]1[O:6][N:5]=[C:4]([C:7]2[CH:12]=[CH:11][CH:10]=[CH:9][CH:8]=2)[C:3]=1[CH2:13][O:14][C:15]1[CH:20]=[CH:19][C:18]([S:21][CH3:22])=[CH:17][N:16]=1.C1(S(N2C(C3C=CC=CC=3)O2)(=O)=[O:30])C=CC=CC=1. The catalyst is ClCCl. The product is [CH3:22][S:21]([C:18]1[CH:19]=[CH:20][C:15]([O:14][CH2:13][C:3]2[C:4]([C:7]3[CH:8]=[CH:9][CH:10]=[CH:11][CH:12]=3)=[N:5][O:6][C:2]=2[CH3:1])=[N:16][CH:17]=1)=[O:30]. The yield is 0.950. (2) The reactants are [CH2:1]([O:3][C:4](=[O:16])[C:5]1[CH:10]=[CH:9][CH:8]=[C:7]([O:11][CH2:12][CH2:13][CH2:14]Cl)[CH:6]=1)[CH3:2].C([O-])([O-])=O.[Cs+].[Cs+].[NH:23]1[C:27]2[CH:28]=[CH:29][CH:30]=[CH:31][C:26]=2[NH:25][C:24]1=[NH:32]. The catalyst is CN(C=O)C. The product is [CH2:1]([O:3][C:4](=[O:16])[C:5]1[CH:10]=[CH:9][CH:8]=[C:7]([O:11][CH2:12][CH2:13][CH2:14][N:23]2[C:27]3[CH:28]=[CH:29][CH:30]=[CH:31][C:26]=3[NH:25][C:24]2=[NH:32])[CH:6]=1)[CH3:2]. The yield is 0.640. (3) The reactants are [F:1][C:2]1[CH:7]=[CH:6][C:5]([C:8]2[S:12][C:11]([CH3:13])=[N:10][C:9]=2[C:14]([OH:16])=O)=[CH:4][CH:3]=1.CN(C(ON1N=NC2C=CC=NC1=2)=[N+](C)C)C.F[P-](F)(F)(F)(F)F.C(N(CC)C(C)C)(C)C.[F:50][C:51]1[C:59]2[N:58]=[C:57]([CH2:60][CH:61]3[CH2:66][CH2:65][CH2:64][CH2:63][NH:62]3)[NH:56][C:55]=2[CH:54]=[CH:53][C:52]=1[F:67]. The catalyst is CN(C=O)C. The product is [F:50][C:51]1[C:59]2[N:58]=[C:57]([CH2:60][CH:61]3[CH2:66][CH2:65][CH2:64][CH2:63][N:62]3[C:14]([C:9]3[N:10]=[C:11]([CH3:13])[S:12][C:8]=3[C:5]3[CH:4]=[CH:3][C:2]([F:1])=[CH:7][CH:6]=3)=[O:16])[NH:56][C:55]=2[CH:54]=[CH:53][C:52]=1[F:67]. The yield is 0.850. (4) The reactants are Cl[C:2]1[N:7]2[N:8]=[C:9]([CH3:11])[CH:10]=[C:6]2[N:5]=[C:4]([NH:12][C:13]([CH:15]2[CH2:17][CH:16]2[C:18]2[CH:23]=[CH:22][C:21]([F:24])=[CH:20][CH:19]=2)=[O:14])[CH:3]=1.C[N:26]1[C:30](=[O:31])[CH2:29][CH2:28][CH2:27]1. The catalyst is CS(C)=O.CO. The product is [C:30]([NH:26][CH:27]1[CH2:28][CH2:6][N:5]([C:2]2[N:7]3[N:8]=[C:9]([CH3:11])[CH:10]=[C:6]3[N:5]=[C:4]([NH:12][C:13]([CH:15]3[CH2:17][CH:16]3[C:18]3[CH:23]=[CH:22][C:21]([F:24])=[CH:20][CH:19]=3)=[O:14])[CH:3]=2)[CH2:4][CH2:3]1)(=[O:31])[CH3:29]. The yield is 0.440. (5) The reactants are Cl[C:2]1[N:7]2[N:8]=[CH:9][N:10]=[C:6]2[C:5]([NH:11][C:12]2[CH:17]=[CH:16][C:15]([N:18]3[CH2:23][CH2:22][O:21][CH2:20][CH2:19]3)=[CH:14][CH:13]=2)=[CH:4][CH:3]=1.C(=O)([O-])[O-].[K+].[K+].[NH:30]1[C:38]2[C:33](=[C:34](B(O)O)[CH:35]=[CH:36][CH:37]=2)[CH:32]=[CH:31]1.CN(C=O)C. The catalyst is C1C=CC(P(C2C=CC=CC=2)[C-]2C=CC=C2)=CC=1.C1C=CC(P(C2C=CC=CC=2)[C-]2C=CC=C2)=CC=1.Cl[Pd]Cl.[Fe+2].O. The product is [NH:30]1[C:38]2[C:33](=[C:34]([C:2]3[N:7]4[N:8]=[CH:9][N:10]=[C:6]4[C:5]([NH:11][C:12]4[CH:17]=[CH:16][C:15]([N:18]5[CH2:23][CH2:22][O:21][CH2:20][CH2:19]5)=[CH:14][CH:13]=4)=[CH:4][CH:3]=3)[CH:35]=[CH:36][CH:37]=2)[CH:32]=[CH:31]1. The yield is 0.570. (6) The yield is 0.530. The reactants are Br[CH2:2][C:3]1[NH:8][C:7]([C:9]2[S:10][CH:11]=[CH:12][N:13]=2)=[N:6][CH:5]([C:14]2[CH:19]=[CH:18][C:17]([F:20])=[CH:16][C:15]=2[Cl:21])[C:4]=1[C:22]([O:24][CH2:25][CH3:26])=[O:23].Cl.[NH:28]1[CH2:33][CH2:32][O:31][CH:30]([CH2:34][C:35]([OH:37])=[O:36])[CH2:29]1. The product is [Cl:21][C:15]1[CH:16]=[C:17]([F:20])[CH:18]=[CH:19][C:14]=1[CH:5]1[N:6]=[C:7]([C:9]2[S:10][CH:11]=[CH:12][N:13]=2)[NH:8][C:3]([CH2:2][N:28]2[CH2:33][CH2:32][O:31][CH:30]([CH2:34][C:35]([OH:37])=[O:36])[CH2:29]2)=[C:4]1[C:22]([O:24][CH2:25][CH3:26])=[O:23]. No catalyst specified. (7) The reactants are [CH3:1][O:2][C:3](=[O:17])[CH2:4][C:5]1[CH:10]=[CH:9][C:8]([C:11]2[CH:16]=[CH:15][CH:14]=[CH:13][CH:12]=2)=[CH:7][CH:6]=1.[Br:18]N1C(=O)CCC1=O.C(OOC(=O)C1C=CC=CC=1)(=O)C1C=CC=CC=1.CC#N.O. The catalyst is C(Cl)(Cl)(Cl)Cl.O. The product is [CH3:1][O:2][C:3](=[O:17])[CH:4]([C:5]1[CH:10]=[CH:9][C:8]([C:11]2[CH:12]=[CH:13][CH:14]=[CH:15][CH:16]=2)=[CH:7][CH:6]=1)[Br:18]. The yield is 0.930.